Task: Regression. Given a peptide amino acid sequence and an MHC pseudo amino acid sequence, predict their binding affinity value. This is MHC class II binding data.. Dataset: Peptide-MHC class II binding affinity with 134,281 pairs from IEDB (1) The peptide sequence is KLFEFNRNAIKTLQN. The MHC is DRB1_1101 with pseudo-sequence DRB1_1101. The binding affinity (normalized) is 0.805. (2) The peptide sequence is INEPTAAAILYGLDR. The MHC is HLA-DQA10501-DQB10301 with pseudo-sequence HLA-DQA10501-DQB10301. The binding affinity (normalized) is 0.824. (3) The peptide sequence is VKVLCPYMPKVIEKMELL. The MHC is DRB1_1101 with pseudo-sequence DRB1_1101. The binding affinity (normalized) is 0. (4) The peptide sequence is EICEVVLAKSPDTTC. The MHC is DRB1_1201 with pseudo-sequence DRB1_1201. The binding affinity (normalized) is 0.365. (5) The peptide sequence is SGHAFGAMAKKGDEQ. The MHC is HLA-DQA10102-DQB10502 with pseudo-sequence HLA-DQA10102-DQB10502. The binding affinity (normalized) is 0. (6) The peptide sequence is YDKFLLNVSTVLTGK. The MHC is DRB1_1001 with pseudo-sequence DRB1_1001. The binding affinity (normalized) is 0.770. (7) The peptide sequence is AFLIGANYLGKPKEQ. The MHC is DRB1_1501 with pseudo-sequence DRB1_1501. The binding affinity (normalized) is 0.542.